Dataset: Forward reaction prediction with 1.9M reactions from USPTO patents (1976-2016). Task: Predict the product of the given reaction. (1) The product is: [NH2:12][C:2]1[C:3]([NH:11][CH:14]2[CH2:15][CH2:16][N:17]([C:20]([O:22][CH2:23][C@@H:24]([N:26]([CH2:34][C:35]3[CH:40]=[CH:39][CH:38]=[CH:37][CH:36]=3)[CH2:27][C:28]3[CH:33]=[CH:32][CH:31]=[CH:30][CH:29]=3)[CH3:25])=[O:21])[CH2:18][CH2:19]2)=[CH:4][C:5]2[C:10](=[CH:9][CH:8]=[CH:7][CH:6]=2)[CH:1]=1. Given the reactants [CH:1]1[C:10]2[C:5](=[CH:6][CH:7]=[CH:8][CH:9]=2)[CH:4]=[C:3]([NH2:11])[C:2]=1[NH2:12].O=[C:14]1[CH2:19][CH2:18][N:17]([C:20]([O:22][CH2:23][C@@H:24]([N:26]([CH2:34][C:35]2[CH:40]=[CH:39][CH:38]=[CH:37][CH:36]=2)[CH2:27][C:28]2[CH:33]=[CH:32][CH:31]=[CH:30][CH:29]=2)[CH3:25])=[O:21])[CH2:16][CH2:15]1, predict the reaction product. (2) Given the reactants [Br:1][C:2]1[CH:10]=[CH:9][C:8]([CH3:11])=[CH:7][C:3]=1[C:4](O)=[O:5].BrC1C=CC(Cl)=CC=1[CH2:20][O:21][CH2:22]OC, predict the reaction product. The product is: [Br:1][C:2]1[CH:10]=[CH:9][C:8]([CH3:11])=[CH:7][C:3]=1[CH2:4][O:5][CH2:20][O:21][CH3:22].